This data is from Catalyst prediction with 721,799 reactions and 888 catalyst types from USPTO. The task is: Predict which catalyst facilitates the given reaction. (1) Reactant: Br[C:2]1[CH:3]=[C:4]2[CH:10]=[C:9]([C:11]3[CH:12]=[C:13]([C:17]4[C:18]([N:37]([CH3:42])[S:38]([CH3:41])(=[O:40])=[O:39])=[CH:19][C:20]5[O:24][C:23]([C:25]6[CH:30]=[CH:29][C:28]([F:31])=[CH:27][CH:26]=6)=[C:22]([C:32]([NH:34][CH3:35])=[O:33])[C:21]=5[CH:36]=4)[CH:14]=[CH:15][CH:16]=3)[O:8][C:5]2=[N:6][CH:7]=1.CCN(CC)CC. Product: [F:31][C:28]1[CH:27]=[CH:26][C:25]([C:23]2[O:24][C:20]3[CH:19]=[C:18]([N:37]([CH3:42])[S:38]([CH3:41])(=[O:39])=[O:40])[C:17]([C:13]4[CH:14]=[CH:15][CH:16]=[C:11]([C:9]5[O:8][C:5]6=[N:6][CH:7]=[CH:2][CH:3]=[C:4]6[CH:10]=5)[CH:12]=4)=[CH:36][C:21]=3[C:22]=2[C:32]([NH:34][CH3:35])=[O:33])=[CH:30][CH:29]=1. The catalyst class is: 19. (2) Reactant: [CH2:1]([SnH:5]([CH2:10][CH2:11][CH2:12][CH3:13])[CH2:6][CH2:7][CH2:8][CH3:9])[CH2:2][CH2:3][CH3:4].[Li+].CC([N-]C(C)C)C.Cl[C:23]1[N:28]=[C:27]([NH:29][C@@H:30]2[CH2:35][CH2:34][CH2:33][N:32]([C:36]([O:38][C:39]([CH3:42])([CH3:41])[CH3:40])=[O:37])[CH2:31]2)[CH:26]=[N:25][CH:24]=1. Product: [CH2:10]([Sn:5]([CH2:1][CH2:2][CH2:3][CH3:4])([CH2:6][CH2:7][CH2:8][CH3:9])[C:23]1[N:28]=[C:27]([NH:29][C@@H:30]2[CH2:35][CH2:34][CH2:33][N:32]([C:36]([O:38][C:39]([CH3:42])([CH3:41])[CH3:40])=[O:37])[CH2:31]2)[CH:26]=[N:25][CH:24]=1)[CH2:11][CH2:12][CH3:13]. The catalyst class is: 1.